Dataset: Full USPTO retrosynthesis dataset with 1.9M reactions from patents (1976-2016). Task: Predict the reactants needed to synthesize the given product. (1) The reactants are: C([O:4][CH2:5][C:6]1[C:7]([N:32]2[N:41]=[CH:40][C:39]3[C:34](=[C:35]([F:46])[CH:36]=[C:37]([C:42]([CH3:45])([CH3:44])[CH3:43])[CH:38]=3)[C:33]2=[O:47])=[N:8][CH:9]=[CH:10][C:11]=1[C:12]1[CH:17]=[C:16]([NH:18][C:19]2[CH:24]=[CH:23][C:22]([C:25]([C:28]#[N:29])([CH3:27])[CH3:26])=[CH:21][N:20]=2)[C:15](=[O:30])[N:14]([CH3:31])[CH:13]=1)(=O)C.[OH-].[Li+].O. Given the product [C:42]([C:37]1[CH:38]=[C:39]2[C:34](=[C:35]([F:46])[CH:36]=1)[C:33](=[O:47])[N:32]([C:7]1[C:6]([CH2:5][OH:4])=[C:11]([C:12]3[CH:17]=[C:16]([NH:18][C:19]4[N:20]=[CH:21][C:22]([C:25]([CH3:27])([CH3:26])[C:28]#[N:29])=[CH:23][CH:24]=4)[C:15](=[O:30])[N:14]([CH3:31])[CH:13]=3)[CH:10]=[CH:9][N:8]=1)[N:41]=[CH:40]2)([CH3:45])([CH3:43])[CH3:44], predict the reactants needed to synthesize it. (2) The reactants are: [OH:1][CH:2]([C:6]([O:19][CH3:20])([C:13]1[CH:18]=[CH:17][CH:16]=[CH:15][CH:14]=1)[C:7]1[CH:12]=[CH:11][CH:10]=[CH:9][CH:8]=1)[C:3]([OH:5])=[O:4].Cl.COC(=O)[C@@H]1CCCN1.[N+](C1C=CC=CC=1[C@@H](N)C)([O-])=O. Given the product [OH:1][C@@H:2]([C:6]([O:19][CH3:20])([C:7]1[CH:12]=[CH:11][CH:10]=[CH:9][CH:8]=1)[C:13]1[CH:18]=[CH:17][CH:16]=[CH:15][CH:14]=1)[C:3]([OH:5])=[O:4], predict the reactants needed to synthesize it. (3) Given the product [O:24]1[C:28]2([CH2:33][CH2:32][N:31]([C:2]3[CH:3]=[CH:4][C:5]([CH3:23])=[C:6]([CH:22]=3)[C:7]([NH:9][C:10]3[C:11]([CH3:21])=[C:12]([CH:17]=[CH:18][C:19]=3[CH3:20])[C:13]([O:15][CH3:16])=[O:14])=[O:8])[CH2:30][CH2:29]2)[O:27][CH2:26][CH2:25]1, predict the reactants needed to synthesize it. The reactants are: Br[C:2]1[CH:3]=[CH:4][C:5]([CH3:23])=[C:6]([CH:22]=1)[C:7]([NH:9][C:10]1[C:11]([CH3:21])=[C:12]([CH:17]=[CH:18][C:19]=1[CH3:20])[C:13]([O:15][CH3:16])=[O:14])=[O:8].[O:24]1[C:28]2([CH2:33][CH2:32][NH:31][CH2:30][CH2:29]2)[O:27][CH2:26][CH2:25]1.C([O-])([O-])=O.[Cs+].[Cs+].C1(P(C2C=CC=CC=2)C2C=CC3C(=CC=CC=3)C=2C2C3C(=CC=CC=3)C=CC=2P(C2C=CC=CC=2)C2C=CC=CC=2)C=CC=CC=1. (4) Given the product [CH2:18]([O:17][C:15]([C:14]1[C:9]([N+:10]([O-:12])=[O:11])=[C:1]([C:2]2[CH:7]=[CH:6][CH:5]=[CH:4][CH:3]=2)[O:8][N:20]=1)=[O:16])[CH3:19], predict the reactants needed to synthesize it. The reactants are: [C:1]([CH2:9][N+:10]([O-:12])=[O:11])(=[O:8])[C:2]1[CH:7]=[CH:6][CH:5]=[CH:4][CH:3]=1.Cl[C:14](=[N:20]O)[C:15]([O:17][CH2:18][CH3:19])=[O:16].